This data is from Catalyst prediction with 721,799 reactions and 888 catalyst types from USPTO. The task is: Predict which catalyst facilitates the given reaction. (1) Reactant: [OH-].[Na+].C(O)C.[C:6]([C:9]1[CH:10]=[C:11]([C:15]2[CH:20]=[CH:19][C:18]([CH2:21][CH:22]([NH:36][S:37]([C:40]3[CH:41]=[N:42][CH:43]=[CH:44][CH:45]=3)(=[O:39])=[O:38])[C:23]3[N:28]=[C:27]([NH:29][CH2:30][C:31]([O:33]CC)=[O:32])[CH:26]=[CH:25][CH:24]=3)=[CH:17][CH:16]=2)[CH:12]=[CH:13][CH:14]=1)#[C:7][CH3:8].Cl. Product: [C:6]([C:9]1[CH:10]=[C:11]([C:15]2[CH:16]=[CH:17][C:18]([CH2:21][CH:22]([NH:36][S:37]([C:40]3[CH:41]=[N:42][CH:43]=[CH:44][CH:45]=3)(=[O:39])=[O:38])[C:23]3[N:28]=[C:27]([NH:29][CH2:30][C:31]([OH:33])=[O:32])[CH:26]=[CH:25][CH:24]=3)=[CH:19][CH:20]=2)[CH:12]=[CH:13][CH:14]=1)#[C:7][CH3:8]. The catalyst class is: 6. (2) The catalyst class is: 35. Product: [NH2:22][C:18]1[CH:17]=[C:16]([O:15][C:7]2[CH:8]=[C:9]3[C:13](=[CH:14][C:6]=2[O:5][CH2:4][CH2:3][O:2][CH3:1])[N:12]([C:27]([NH:26][CH3:25])=[O:28])[CH:11]=[CH:10]3)[CH:21]=[CH:20][N:19]=1. Reactant: [CH3:1][O:2][CH2:3][CH2:4][O:5][C:6]1[CH:14]=[C:13]2[C:9]([CH:10]=[CH:11][NH:12]2)=[CH:8][C:7]=1[O:15][C:16]1[CH:21]=[CH:20][N:19]=[C:18]([NH2:22])[CH:17]=1.[H-].[Na+].[CH3:25][NH:26][C:27](=O)[O:28]C1C=CC=CC=1.C(OCC)(=O)C. (3) Product: [CH2:6]([C:8]1[C:16]([OH:17])=[CH:15][CH:14]=[C:13]2[C:9]=1[CH:10]=[N:11][NH:12]2)[CH3:7]. Reactant: O1CCCC1.[CH2:6]([C:8]1[C:16]([O:17]C2CCCCO2)=[CH:15][CH:14]=[C:13]2[C:9]=1[CH:10]=[N:11][N:12]2C1CCCCO1)[CH3:7].FC(F)(F)C(O)=O.[OH-].[Na+]. The catalyst class is: 6. (4) Reactant: [CH3:1][Mg+].[Br-].[C:4]1([C:10]2[CH:19]=[CH:18][C:17]3[C:12](=[CH:13][C:14]([CH:20]=[O:21])=[CH:15][CH:16]=3)[N:11]=2)[CH:9]=[CH:8][CH:7]=[CH:6][CH:5]=1.[NH4+].[Cl-]. Product: [C:4]1([C:10]2[CH:19]=[CH:18][C:17]3[C:12](=[CH:13][C:14]([CH:20]([OH:21])[CH3:1])=[CH:15][CH:16]=3)[N:11]=2)[CH:5]=[CH:6][CH:7]=[CH:8][CH:9]=1. The catalyst class is: 1. (5) Reactant: [S:1]1[C:5]2[CH:6]=[CH:7][CH:8]=[CH:9][C:4]=2[CH:3]=[C:2]1[C:10]1[C:11]([N:17]([C:25]([O:27][C:28]([CH3:31])([CH3:30])[CH3:29])=[O:26])[C:18](=[O:24])[O:19][C:20]([CH3:23])([CH3:22])[CH3:21])=[N:12][CH:13]=[C:14](Br)[N:15]=1.[NH:32]1[CH2:37][CH2:36][NH:35][CH2:34][CH2:33]1. Product: [S:1]1[C:5]2[CH:6]=[CH:7][CH:8]=[CH:9][C:4]=2[CH:3]=[C:2]1[C:10]1[C:11]([N:17]([C:25]([O:27][C:28]([CH3:31])([CH3:30])[CH3:29])=[O:26])[C:18](=[O:24])[O:19][C:20]([CH3:23])([CH3:22])[CH3:21])=[N:12][CH:13]=[C:14]([N:32]2[CH2:37][CH2:36][NH:35][CH2:34][CH2:33]2)[N:15]=1. The catalyst class is: 173.